This data is from Full USPTO retrosynthesis dataset with 1.9M reactions from patents (1976-2016). The task is: Predict the reactants needed to synthesize the given product. The reactants are: [C:1]([C:3]1[C:4]([CH2:11][C:12]([NH:14][CH2:15][C:16]2[CH:17]=[CH:18][C:19]3[O:23][N:22]=[C:21]([NH:24]C(OC(C)(C)C)=O)[C:20]=3[CH:32]=2)=[O:13])=[N+:5]([O-:10])[C:6](Cl)=[CH:7][CH:8]=1)#[N:2].[F:33][C:34]([F:43])([C:37]1[CH:42]=[CH:41][CH:40]=[CH:39][N:38]=1)[CH2:35][NH2:36]. Given the product [C:1]([C:3]1[C:4]([CH2:11][C:12]([NH:14][CH2:15][C:16]2[CH:17]=[CH:18][C:19]3[O:23][N:22]=[C:21]([NH2:24])[C:20]=3[CH:32]=2)=[O:13])=[N+:5]([O-:10])[C:6]([NH:36][CH2:35][C:34]([F:43])([F:33])[C:37]2[CH:42]=[CH:41][CH:40]=[CH:39][N:38]=2)=[CH:7][CH:8]=1)#[N:2], predict the reactants needed to synthesize it.